This data is from Catalyst prediction with 721,799 reactions and 888 catalyst types from USPTO. The task is: Predict which catalyst facilitates the given reaction. (1) Reactant: [CH3:1][O:2][CH2:3][CH2:4][NH:5][CH3:6].[C:7](#[N:10])[CH2:8]O.CCOCC. Product: [CH3:1][O:2][CH2:3][CH2:4][N:5]([CH2:8][C:7]#[N:10])[CH3:6]. The catalyst class is: 6. (2) Reactant: [C:1]([O:5][C:6]([N:8]1[CH2:15][C@H:14]([OH:16])[C@@H:13]2[C@H:9]1[CH2:10][O:11][N:12]2C(OCC1C=CC=CC=1)=O)=[O:7])([CH3:4])([CH3:3])[CH3:2].[H][H]. Product: [C:1]([O:5][C:6]([N:8]1[CH2:15][C@H:14]([OH:16])[C@@H:13]2[C@H:9]1[CH2:10][O:11][NH:12]2)=[O:7])([CH3:4])([CH3:2])[CH3:3]. The catalyst class is: 63. (3) Reactant: [F:1][C:2]1[C:7]([C:8]2[CH:13]=[CH:12][CH:11]=[C:10]([CH3:14])[CH:9]=2)=[C:6]([CH:15]([C@@H:22]2[O:27][CH2:26][CH2:25][N:24](C(OC(C)(C)C)=O)[CH2:23]2)[CH2:16][CH2:17][CH2:18][CH2:19][O:20][CH3:21])[CH:5]=[CH:4][CH:3]=1.[ClH:35]. The catalyst class is: 5. Product: [F:1][C:2]1[C:7]([C:8]2[CH:13]=[CH:12][CH:11]=[C:10]([CH3:14])[CH:9]=2)=[C:6]([CH:15]([C@@H:22]2[O:27][CH2:26][CH2:25][NH:24][CH2:23]2)[CH2:16][CH2:17][CH2:18][CH2:19][O:20][CH3:21])[CH:5]=[CH:4][CH:3]=1.[ClH:35].